Dataset: Reaction yield outcomes from USPTO patents with 853,638 reactions. Task: Predict the reaction yield, written as a fraction of the theoretical maximum amount of product (1.0 means a 100% yield; for example, 0.34 means a 34% yield). (1) The reactants are [C:1]([C:5]1[CH:9]=[C:8]([NH:10][C:11]([NH:13][C:14]2[CH:19]=[CH:18][CH:17]=[CH:16][C:15]=2[F:20])=[O:12])[N:7]([C:21]2[CH:22]=[C:23]([CH:29]=[CH:30][CH:31]=2)[C:24](OCC)=[O:25])[N:6]=1)([CH3:4])([CH3:3])[CH3:2].[H-].[H-].[H-].[H-].[Li+].[Al+3]. The catalyst is C1COCC1. The product is [C:1]([C:5]1[CH:9]=[C:8]([NH:10][C:11]([NH:13][C:14]2[CH:19]=[CH:18][CH:17]=[CH:16][C:15]=2[F:20])=[O:12])[N:7]([C:21]2[CH:31]=[CH:30][CH:29]=[C:23]([CH2:24][OH:25])[CH:22]=2)[N:6]=1)([CH3:4])([CH3:2])[CH3:3]. The yield is 0.630. (2) The reactants are [F:1][C:2]1[CH:10]=[C:9]([OH:11])[CH:8]=[CH:7][C:3]=1[C:4]([OH:6])=[O:5].[C:12](OC(=O)C)(=[O:14])[CH3:13]. The catalyst is N1C=CC=CC=1.CN(C1C=CN=CC=1)C. The product is [F:1][C:2]1[CH:10]=[C:9]([O:11][C:12](=[O:14])[CH3:13])[CH:8]=[CH:7][C:3]=1[C:4]([OH:6])=[O:5]. The yield is 0.570. (3) The catalyst is CCOC(C)=O.O. The reactants are [C:1]([O:5][C:6](=[O:20])[C:7]1[CH:12]=[CH:11][CH:10]=[C:9]([C:13]2[C:18]([CH3:19])=[CH:17][CH:16]=[CH:15][N:14]=2)[CH:8]=1)([CH3:4])([CH3:3])[CH3:2].NC(N)=[O:23].OO.C1(=O)OC(=O)C2=CC=CC=C12.[O-]S([O-])=O.[Na+].[Na+].C([O-])([O-])=O.[Na+].[Na+]. The product is [C:1]([O:5][C:6]([C:7]1[CH:8]=[C:9]([C:13]2[C:18]([CH3:19])=[CH:17][CH:16]=[CH:15][N+:14]=2[O-:23])[CH:10]=[CH:11][CH:12]=1)=[O:20])([CH3:4])([CH3:3])[CH3:2]. The yield is 0.950. (4) The reactants are [Cl:1][C:2]1[CH:7]=[CH:6][CH:5]=[CH:4][C:3]=1[CH:8]([N:10]1[C:16]2[CH:17]=[C:18](B3OC(C)(C)C(C)(C)O3)[S:19][C:15]=2[C:14](=[O:29])[NH:13][CH2:12][CH2:11]1)[CH3:9].I[C:31]1[N:35]2[CH:36]=[CH:37][CH:38]=[CH:39][C:34]2=[N:33][CH:32]=1.C([O-])([O-])=O.[K+].[K+].O. The catalyst is C1(C)C=CC=CC=1.CCO.C1C=CC([P]([Pd]([P](C2C=CC=CC=2)(C2C=CC=CC=2)C2C=CC=CC=2)([P](C2C=CC=CC=2)(C2C=CC=CC=2)C2C=CC=CC=2)[P](C2C=CC=CC=2)(C2C=CC=CC=2)C2C=CC=CC=2)(C2C=CC=CC=2)C2C=CC=CC=2)=CC=1.CCOC(C)=O. The product is [Cl:1][C:2]1[CH:7]=[CH:6][CH:5]=[CH:4][C:3]=1[CH:8]([N:10]1[C:16]2[CH:17]=[C:18]([C:31]3[N:35]4[CH:36]=[CH:37][CH:38]=[CH:39][C:34]4=[N:33][CH:32]=3)[S:19][C:15]=2[C:14](=[O:29])[NH:13][CH2:12][CH2:11]1)[CH3:9]. The yield is 0.350. (5) The reactants are [Cl:1][C:2]1[CH:3]=[C:4]([NH:9][C:10]([CH:12]2[CH2:17][CH2:16][N:15](C(OC(C)(C)C)=O)[CH2:14][CH2:13]2)=[O:11])[CH:5]=[CH:6][C:7]=1[Cl:8].Cl. The catalyst is ClCCl.O1CCOCC1. The product is [ClH:1].[Cl:1][C:2]1[CH:3]=[C:4]([NH:9][C:10]([CH:12]2[CH2:13][CH2:14][NH:15][CH2:16][CH2:17]2)=[O:11])[CH:5]=[CH:6][C:7]=1[Cl:8]. The yield is 1.00. (6) The reactants are Cl[C:2]1[N:7]=[CH:6][C:5]2[CH:8]=[N:9][N:10]([C:11]3[N:16]=[C:15]([N:17]4[CH2:23][CH2:22][CH2:21][N:20]([C:24]([O:26][C:27]([CH3:30])([CH3:29])[CH3:28])=[O:25])[CH2:19][CH2:18]4)[CH:14]=[N:13][CH:12]=3)[C:4]=2[CH:3]=1.[F:31][C:32]1[C:37](B2OC(C)(C)C(C)(C)O2)=[CH:36][C:35]([CH3:47])=[CH:34][N:33]=1.C([O-])(=O)C.[K+].C(=O)([O-])[O-].[Na+].[Na+]. The catalyst is C(#N)C.C1C=CC(P(C2C=CC=CC=2)[C-]2C=CC=C2)=CC=1.C1C=CC(P(C2C=CC=CC=2)[C-]2C=CC=C2)=CC=1.Cl[Pd]Cl.[Fe+2].ClCCl. The product is [F:31][C:32]1[C:37]([C:2]2[N:7]=[CH:6][C:5]3[CH:8]=[N:9][N:10]([C:11]4[N:16]=[C:15]([N:17]5[CH2:23][CH2:22][CH2:21][N:20]([C:24]([O:26][C:27]([CH3:30])([CH3:29])[CH3:28])=[O:25])[CH2:19][CH2:18]5)[CH:14]=[N:13][CH:12]=4)[C:4]=3[CH:3]=2)=[CH:36][C:35]([CH3:47])=[CH:34][N:33]=1. The yield is 0.840. (7) The yield is 0.520. The reactants are [C:1]1(C2C=CC=CC=2)[CH2:2][C:3](CNCCCNCCCNCC(C)C)([CH2:21][NH:22][CH2:23][CH2:24][CH2:25][NH:26][CH2:27][CH2:28][CH2:29][NH:30][CH2:31][CH:32]([CH3:34])[CH3:33])[CH:4]=[C:5]([CH2:7][NH:8][CH2:9][CH2:10][CH2:11][NH:12][CH2:13][CH2:14][CH2:15][NH:16][CH2:17][CH:18]([CH3:20])[CH3:19])[CH:6]=1.[ClH:55]. The product is [ClH:55].[C:1]1([C:1]2[CH:2]=[CH:3][CH:4]=[C:5]([CH2:7][NH:8][CH2:9][CH2:10][CH2:11][NH:12][CH2:13][CH2:14][CH2:15][NH:16][CH2:17][CH:18]([CH3:20])[CH3:19])[CH:6]=2)[CH:6]=[C:5]([CH2:7][NH:8][CH2:9][CH2:10][CH2:11][NH:12][CH2:13][CH2:14][CH2:15][NH:16][CH2:17][CH:18]([CH3:20])[CH3:19])[CH:4]=[C:3]([CH2:21][NH:22][CH2:23][CH2:24][CH2:25][NH:26][CH2:27][CH2:28][CH2:29][NH:30][CH2:31][CH:32]([CH3:34])[CH3:33])[CH:2]=1. No catalyst specified.